This data is from Forward reaction prediction with 1.9M reactions from USPTO patents (1976-2016). The task is: Predict the product of the given reaction. Given the reactants [OH:1][C:2]1[CH:9]=[CH:8][C:7]([CH3:10])=[CH:6][C:3]=1[CH:4]=[O:5].Br[CH2:12][CH:13]([O:16][CH3:17])[O:14][CH3:15].C(=O)([O-])[O-].[K+].[K+].O, predict the reaction product. The product is: [CH3:15][O:14][CH:13]([O:16][CH3:17])[CH2:12][O:1][C:2]1[CH:9]=[CH:8][C:7]([CH3:10])=[CH:6][C:3]=1[CH:4]=[O:5].